Dataset: Full USPTO retrosynthesis dataset with 1.9M reactions from patents (1976-2016). Task: Predict the reactants needed to synthesize the given product. (1) Given the product [NH2:21][C:18]1[CH:17]=[CH:16][C:15]([O:14][CH2:13][CH2:12][CH2:11][CH2:10][CH2:9][O:8][C:7]2[CH:6]=[CH:5][C:4]([NH2:1])=[CH:25][CH:24]=2)=[CH:20][CH:19]=1, predict the reactants needed to synthesize it. The reactants are: [N+:1]([C:4]1[CH:25]=[CH:24][C:7]([O:8][CH2:9][CH2:10][CH2:11][CH2:12][CH2:13][O:14][C:15]2[CH:20]=[CH:19][C:18]([N+:21]([O-])=O)=[CH:17][CH:16]=2)=[CH:6][CH:5]=1)([O-])=O.[H][H]. (2) Given the product [F:27][C:19]1[CH:20]=[C:21]([N+:24]([O-:26])=[O:25])[CH:22]=[CH:23][C:18]=1[O:17][C:3]1[CH:4]=[C:5]2[C:9](=[CH:10][C:2]=1[C:31]1[CH:32]=[CH:33][N:28]=[CH:29][CH:30]=1)[N:8]([CH:11]1[CH2:16][CH2:15][CH2:14][CH2:13][O:12]1)[N:7]=[CH:6]2, predict the reactants needed to synthesize it. The reactants are: Br[C:2]1[CH:10]=[C:9]2[C:5]([CH:6]=[N:7][N:8]2[CH:11]2[CH2:16][CH2:15][CH2:14][CH2:13][O:12]2)=[CH:4][C:3]=1[O:17][C:18]1[CH:23]=[CH:22][C:21]([N+:24]([O-:26])=[O:25])=[CH:20][C:19]=1[F:27].[N:28]1[CH:33]=[CH:32][C:31](B(O)O)=[CH:30][CH:29]=1.[F-].[Cs+].[NH4+].[Cl-]. (3) Given the product [C:1]([O:13][C@@H:12]1[C@@H:14]([O:15][C:1](=[O:8])[C:2]2[CH:7]=[CH:6][CH:5]=[CH:4][CH:3]=2)[C@@H:16]([OH:17])[CH2:18][O:19][C@H:11]1[O:10][C:20]1[CH:21]=[CH:22][C:23]([N+:26]([O-:28])=[O:27])=[CH:24][CH:25]=1)(=[O:8])[C:2]1[CH:7]=[CH:6][CH:5]=[CH:4][CH:3]=1, predict the reactants needed to synthesize it. The reactants are: [C:1](Cl)(=[O:8])[C:2]1[CH:7]=[CH:6][CH:5]=[CH:4][CH:3]=1.[O:10]([C:20]1[CH:25]=[CH:24][C:23]([N+:26]([O-:28])=[O:27])=[CH:22][CH:21]=1)[C@@H:11]1[O:19][CH2:18][C@H:16]([OH:17])[C@H:14]([OH:15])[C@H:12]1[OH:13].